From a dataset of Reaction yield outcomes from USPTO patents with 853,638 reactions. Predict the reaction yield, written as a fraction of the theoretical maximum amount of product (1.0 means a 100% yield; for example, 0.34 means a 34% yield). (1) The reactants are [CH:1]1([NH:6][C:7]2[C:12]([N+:13]([O-])=O)=[CH:11][N:10]=[C:9]([NH:16][C@H:17]3[CH2:22][CH2:21][C@H:20]([OH:23])[CH2:19][CH2:18]3)[N:8]=2)[CH2:5][CH2:4][CH2:3][CH2:2]1. The catalyst is CCO.[Pd]. The product is [NH2:13][C:12]1[C:7]([NH:6][CH:1]2[CH2:5][CH2:4][CH2:3][CH2:2]2)=[N:8][C:9]([NH:16][C@H:17]2[CH2:18][CH2:19][C@H:20]([OH:23])[CH2:21][CH2:22]2)=[N:10][CH:11]=1. The yield is 1.00. (2) The reactants are Cl[C:2]1[CH:9]=[CH:8][C:5]([C:6]#[N:7])=[CH:4][N:3]=1.[CH2:10]([NH2:13])[CH2:11][NH2:12].C(=O)([O-])[O-].[K+].[K+]. No catalyst specified. The product is [NH2:12][CH2:11][CH2:10][NH:13][C:2]1[CH:9]=[CH:8][C:5]([C:6]#[N:7])=[CH:4][N:3]=1. The yield is 0.650. (3) The product is [C:36]([CH:15]1[CH2:14][O:13][CH:12]([N:8]2[C:9]3[C:5](=[CH:4][CH:3]=[CH:11][CH:10]=3)[C:6]([C:18]3[CH:19]=[C:20]([C:21]([NH:31][CH:27]4[CH2:30][CH2:29][CH2:28]4)=[O:23])[CH:24]=[CH:25][CH:26]=3)=[N:7]2)[CH2:17][CH2:16]1)#[N:38]. The catalyst is C1COCC1.CN(C=O)C. The reactants are C([C:3]1[CH:4]=[C:5]2[C:9](=[CH:10][CH:11]=1)[N:8]([CH:12]1[CH2:17][CH2:16][CH2:15][CH2:14][O:13]1)[N:7]=[C:6]2[C:18]1[CH:19]=[C:20]([CH:24]=[CH:25][CH:26]=1)[C:21]([OH:23])=O)#N.[CH:27]1([NH2:31])[CH2:30][CH2:29][CH2:28]1.C1C=CC2N(O)N=[N:38][C:36]=2C=1.CCN=C=NCCCN(C)C.Cl. The yield is 0.720.